From a dataset of Catalyst prediction with 721,799 reactions and 888 catalyst types from USPTO. Predict which catalyst facilitates the given reaction. (1) Reactant: [S:1]1[C:5]2[CH:6]=[CH:7][CH:8]=[CH:9][C:4]=2[N:3]=[C:2]1[NH:10][C:11](=[O:21])[C:12]1[CH:17]=[CH:16][C:15]([N+:18]([O-])=O)=[CH:14][CH:13]=1. Product: [S:1]1[C:5]2[CH:6]=[CH:7][CH:8]=[CH:9][C:4]=2[N:3]=[C:2]1[NH:10][C:11](=[O:21])[C:12]1[CH:17]=[CH:16][C:15]([NH2:18])=[CH:14][CH:13]=1. The catalyst class is: 5. (2) Reactant: C(OC(=O)[NH:7][C:8]1[C:9]([C:13](=O)[NH:14][C:15]2[CH:20]=[CH:19][C:18]([CH2:21][N:22]3[CH2:27][CH2:26][O:25][CH2:24][CH2:23]3)=[CH:17][C:16]=2[NH2:28])=[N:10][NH:11][CH:12]=1)(C)(C)C.Cl.C(=O)([O-])[O-].[K+].[K+]. Product: [N:22]1([CH2:21][C:18]2[CH:19]=[CH:20][C:15]3[NH:14][C:13]([C:9]4[C:8]([NH2:7])=[CH:12][NH:11][N:10]=4)=[N:28][C:16]=3[CH:17]=2)[CH2:27][CH2:26][O:25][CH2:24][CH2:23]1. The catalyst class is: 8. (3) Reactant: [C:1]([NH:18][C@H:19]([C:23]([OH:25])=[O:24])[CH:20]([CH3:22])[CH3:21])([O:3][CH2:4][CH:5]1[C:17]2[C:12](=[CH:13][CH:14]=[CH:15][CH:16]=2)[C:11]2[C:6]1=[CH:7][CH:8]=[CH:9][CH:10]=2)=[O:2].CCN(C(C)C)C(C)C.[Cl-].[CH2:36]([N:43]([CH2:49][C:50]1[CH:55]=[CH:54][CH:53]=[C:52]([CH2:56][NH:57][C:58](=[O:86])[CH2:59][C@H:60](O)/[CH:61]=[CH:62]/[CH2:63][CH2:64][S:65][C:66]([C:79]2[CH:84]=[CH:83][CH:82]=[CH:81][CH:80]=2)([C:73]2[CH:78]=[CH:77][CH:76]=[CH:75][CH:74]=2)[C:67]2[CH:72]=[CH:71][CH:70]=[CH:69][CH:68]=2)[N:51]=1)[CH2:44][C:45]([O:47][CH3:48])=[O:46])[C:37]1[CH:42]=[CH:41][CH:40]=[CH:39][CH:38]=1. Product: [CH:7]1[C:6]2[CH:5]([CH2:4][O:3][C:1]([NH:18][C@H:19]([CH:20]([CH3:21])[CH3:22])[C:23]([O:25][C@H:60](/[CH:61]=[CH:62]/[CH2:63][CH2:64][S:65][C:66]([C:67]3[CH:72]=[CH:71][CH:70]=[CH:69][CH:68]=3)([C:79]3[CH:84]=[CH:83][CH:82]=[CH:81][CH:80]=3)[C:73]3[CH:74]=[CH:75][CH:76]=[CH:77][CH:78]=3)[CH2:59][C:58]([NH:57][CH2:56][C:52]3[CH:53]=[CH:54][CH:55]=[C:50]([CH2:49][N:43]([CH2:36][C:37]4[CH:42]=[CH:41][CH:40]=[CH:39][CH:38]=4)[CH2:44][C:45]([O:47][CH3:48])=[O:46])[N:51]=3)=[O:86])=[O:24])=[O:2])[C:17]3[C:12](=[CH:13][CH:14]=[CH:15][CH:16]=3)[C:11]=2[CH:10]=[CH:9][CH:8]=1. The catalyst class is: 230. (4) Reactant: Cl[C:2]1[CH:27]=[CH:26][C:5]([CH2:6][O:7][C:8]2[CH:16]=[CH:15][C:14]3[NH:13][C:12]4[CH:17]([CH2:20][C:21]([O:23]CC)=[O:22])[CH2:18][CH2:19][C:11]=4[C:10]=3[CH:9]=2)=[CH:4][C:3]=1[C:28]([F:31])([F:30])[F:29].C1(P(C2CCCCC2)C2C=CC=CC=2[C:45]2C=CC=C[C:46]=2[N:51](C)C)CCCCC1.C(N)C.C1COCC1.CC(C)([O-])C.[Na+]. Product: [CH2:46]([NH:51][C:2]1[CH:27]=[CH:26][C:5]([CH2:6][O:7][C:8]2[CH:16]=[CH:15][C:14]3[NH:13][C:12]4[CH:17]([CH2:20][C:21]([OH:23])=[O:22])[CH2:18][CH2:19][C:11]=4[C:10]=3[CH:9]=2)=[CH:4][C:3]=1[C:28]([F:30])([F:31])[F:29])[CH3:45]. The catalyst class is: 62.